From a dataset of Forward reaction prediction with 1.9M reactions from USPTO patents (1976-2016). Predict the product of the given reaction. (1) Given the reactants Br[C:2]1[CH:3]=[C:4]([C:11]#[N:12])[N:5]2[C:10]=1[CH:9]=[CH:8][CH:7]=[N:6]2.[CH3:13][O:14][C:15](=[O:35])[C:16]1[CH:21]=[CH:20][C:19](B2OC(C)(C)C(C)(C)O2)=[CH:18][C:17]=1[O:31][CH2:32][O:33][CH3:34].C(=O)([O-])[O-].[Cs+].[Cs+], predict the reaction product. The product is: [CH3:13][O:14][C:15](=[O:35])[C:16]1[CH:21]=[CH:20][C:19]([C:2]2[CH:3]=[C:4]([C:11]#[N:12])[N:5]3[C:10]=2[CH:9]=[CH:8][CH:7]=[N:6]3)=[CH:18][C:17]=1[O:31][CH2:32][O:33][CH3:34]. (2) Given the reactants C(OC(=O)NC1C=CC=[C:10]([CH2:14][N:15]2[CH:19]=[CH:18][C:17]([NH:20][C:21](=[O:40])[C@@H:22]([C:29]3[CH:34]=[CH:33][C:32]([S:35]([CH3:38])(=[O:37])=[O:36])=[C:31]([Cl:39])[CH:30]=3)[CH2:23][CH:24]3[CH2:28][CH2:27][CH2:26][CH2:25]3)=[N:16]2)C=1)(C)(C)C.C(Cl)(=O)C(Cl)=O.[CH:48]([O:51]CCN1C=CC(N)=N1)([CH3:50])[CH3:49].N1C(C)=CC=CC=1C, predict the reaction product. The product is: [Cl:39][C:31]1[CH:30]=[C:29]([C@@H:22]([CH2:23][CH:24]2[CH2:28][CH2:27][CH2:26][CH2:25]2)[C:21]([NH:20][C:17]2[CH:18]=[CH:19][N:15]([CH2:14][CH2:10][O:51][CH:48]([CH3:50])[CH3:49])[N:16]=2)=[O:40])[CH:34]=[CH:33][C:32]=1[S:35]([CH3:38])(=[O:36])=[O:37]. (3) Given the reactants C(OC([N:8]1[CH2:13][CH2:12][N:11]([CH2:14][CH2:15][CH2:16][O:17][C:18]2[CH:23]=[CH:22][C:21]([C:24]([N:26]3[C:35]4[C:30](=[CH:31][CH:32]=[CH:33][CH:34]=4)[C@H:29]([N:36]([C:44](=[O:46])[CH3:45])[C:37]4[CH:42]=[CH:41][C:40]([Cl:43])=[CH:39][CH:38]=4)[CH2:28][C@@H:27]3[CH3:47])=[O:25])=[CH:20][CH:19]=2)[CH2:10][CH2:9]1)=O)(C)(C)C, predict the reaction product. The product is: [Cl:43][C:40]1[CH:41]=[CH:42][C:37]([N:36]([C@H:29]2[C:30]3[C:35](=[CH:34][CH:33]=[CH:32][CH:31]=3)[N:26]([C:24](=[O:25])[C:21]3[CH:22]=[CH:23][C:18]([O:17][CH2:16][CH2:15][CH2:14][N:11]4[CH2:10][CH2:9][NH:8][CH2:13][CH2:12]4)=[CH:19][CH:20]=3)[C@@H:27]([CH3:47])[CH2:28]2)[C:44](=[O:46])[CH3:45])=[CH:38][CH:39]=1. (4) Given the reactants [H-].[Na+].[OH:3][CH2:4][C@H:5]([NH:9][C:10]([O:12][C:13]([CH3:16])([CH3:15])[CH3:14])=[O:11])[C:6]([OH:8])=[O:7].Br[CH2:18][CH:19]1[CH2:24][CH2:23][CH2:22][CH2:21][CH2:20]1, predict the reaction product. The product is: [CH:19]1([CH2:18][O:3][CH2:4][C@H:5]([NH:9][C:10]([O:12][C:13]([CH3:16])([CH3:15])[CH3:14])=[O:11])[C:6]([OH:8])=[O:7])[CH2:24][CH2:23][CH2:22][CH2:21][CH2:20]1. (5) Given the reactants [CH2:1]([O:5][CH2:6][CH2:7][O:8][C:9]1[CH:14]=[CH:13][C:12]([C:15]2[CH:20]=[CH:19][C:18]([N:21]([CH2:26][CH:27]([CH3:29])[CH3:28])[CH2:22][CH:23]([CH3:25])[CH3:24])=[C:17](/[CH:30]=[CH:31]/[C:32](O)=[O:33])[CH:16]=2)=[CH:11][CH:10]=1)[CH2:2][CH2:3][CH3:4].C(Cl)(=O)C(Cl)=O.[CH2:41]([N:44]1[C:48]([CH2:49][S@@:50]([C:52]2[CH:58]=[CH:57][C:55]([NH2:56])=[CH:54][CH:53]=2)=[O:51])=[CH:47][N:46]=[CH:45]1)[CH2:42][CH3:43].C(N(CC)CC)C, predict the reaction product. The product is: [CH2:1]([O:5][CH2:6][CH2:7][O:8][C:9]1[CH:14]=[CH:13][C:12]([C:15]2[CH:20]=[CH:19][C:18]([N:21]([CH2:22][CH:23]([CH3:24])[CH3:25])[CH2:26][CH:27]([CH3:29])[CH3:28])=[C:17](/[CH:30]=[CH:31]/[C:32]([NH:56][C:55]3[CH:54]=[CH:53][C:52]([S@:50]([CH2:49][C:48]4[N:44]([CH2:41][CH2:42][CH3:43])[CH:45]=[N:46][CH:47]=4)=[O:51])=[CH:58][CH:57]=3)=[O:33])[CH:16]=2)=[CH:11][CH:10]=1)[CH2:2][CH2:3][CH3:4]. (6) Given the reactants [Cl:1][C:2]1[C:3]([I:9])=[CH:4][C:5](F)=[N:6][CH:7]=1.[NH2:10][CH:11]1[CH2:16][CH2:15][N:14]([C:17]([O:19][C:20]([CH3:23])([CH3:22])[CH3:21])=[O:18])[CH2:13][CH2:12]1.CS(C)=O, predict the reaction product. The product is: [Cl:1][C:2]1[C:3]([I:9])=[CH:4][C:5]([NH:10][CH:11]2[CH2:12][CH2:13][N:14]([C:17]([O:19][C:20]([CH3:23])([CH3:22])[CH3:21])=[O:18])[CH2:15][CH2:16]2)=[N:6][CH:7]=1. (7) Given the reactants [S:1]1[CH:5]=[C:4]([C@H:6]([NH:18][C:19]2[CH:24]=[CH:23][CH:22]=[CH:21][CH:20]=2)[C:7]([O:9][C@@H:10]2[CH:15]3[CH2:16][CH2:17][N:12]([CH2:13][CH2:14]3)[CH2:11]2)=[O:8])[C:3]2[CH:25]=[CH:26][CH:27]=[CH:28][C:2]1=2.[Cl:29][CH2:30][C:31]([C:33]1[S:34][CH:35]=[CH:36][CH:37]=1)=[O:32].C(OCC)C, predict the reaction product. The product is: [Cl-:29].[S:1]1[CH:5]=[C:4]([C@H:6]([NH:18][C:19]2[CH:24]=[CH:23][CH:22]=[CH:21][CH:20]=2)[C:7]([O:9][C@@H:10]2[CH:15]3[CH2:16][CH2:17][N+:12]([CH2:30][C:31](=[O:32])[C:33]4[S:34][CH:35]=[CH:36][CH:37]=4)([CH2:13][CH2:14]3)[CH2:11]2)=[O:8])[C:3]2[CH:25]=[CH:26][CH:27]=[CH:28][C:2]1=2.